From a dataset of Experimentally validated miRNA-target interactions with 360,000+ pairs, plus equal number of negative samples. Binary Classification. Given a miRNA mature sequence and a target amino acid sequence, predict their likelihood of interaction. (1) The miRNA is hsa-miR-373-5p with sequence ACUCAAAAUGGGGGCGCUUUCC. The protein sequence of the target gene is MSSSVKTPALEELVPGSEEKPKGRSPLSWGSLFGHRSEKIVFAKSDGGTDENVLTVTITETTVIESDLGVWSSRALLYLTLWFFFSFCTLFLNKYILSLLGGEPSMLGAVQMLSTTVIGCVKTLVPCCLYQHKARLSYPPNFLMTMLFVGLMRFATVVLGLVSLKNVAVSFAETVKSSAPIFTVIMSRMILGEYTGRPSDREEREELQLQPGRGAAASDRRSPVPPSERHGVRPHGENLPGDFQVPQALHRVALSMALPCPMLPAS. Result: 1 (interaction). (2) The miRNA is rno-miR-434-3p with sequence UUUGAACCAUCACUCGACUCCU. The protein sequence of the target gene is MAAALPRTLGELQLYRILQKANLLSYFDAFIQQGGDDVQQLCEAGEEEFLEIMALVGMASKPLHVRRLQKALRDWVTNPGLFNQPLTSLPVSSIPIYKLPEGSPTWLGISCSSYERSSNAREPHLKIPKCAATTCVQSLGQGKSDVVGSLALQSVGESRLWQGHHATESEHSLSPADLGSPASPKESSEALDAAAALSVAECVERMAPTLPKSDLNEVKELLKTNKKLAKMIGHIFEMNDDDPHKEEEIRKYSAIYGRFDSKRKDGKHLTLHELTVNEAAAQLCVKDNALLTRRDELFAL.... Result: 0 (no interaction). (3) The miRNA is mmu-miR-5106 with sequence AGGUCUGUAGCUCAGUUGGCAGA. The protein sequence of the target gene is MAAAAAAGSGTPREEEAPGGEAAASQAQAPTSAPGGVRLSRLPLARVKALVKADPDVTLAGQEAIFILARAAELFVETIAKDAYCCAQQGKRKTLQRRDLDNAIEAVDEFAFLEGTLD. Result: 0 (no interaction). (4) The miRNA is hsa-miR-486-3p with sequence CGGGGCAGCUCAGUACAGGAU. The protein sequence of the target gene is MRMSLAQRVLLTWLFTLLFLIMLVLKLDEKAPWNWFLIFIPVWIFDTILLVMLIVKMAGRCKSGFDPRHGSHNIKKKAWYLIAMLLKLAFCLALCAKLEQFTTMNLSYVFIPLWALLAGALTELGYNVFFVRD. Result: 0 (no interaction). (5) The miRNA is rno-miR-92b-3p with sequence UAUUGCACUCGUCCCGGCCUCC. The protein sequence of the target gene is MFPVLPQSVQAPLIWPQRESMEVSLHSTFRLTCRGQTELSWNGPVFIDDQTNSVKKGLFISTVTISNATAVHTGEYVCSSEPFNSTESTIYIYVPDPQTPFVPSMTPFENHVLTSYDEMEIPCRVTDPSASVSLIHMGTDQVMPSAYDSKRGFIGLFGAGTYVCRALIHGQNHDSIEYIVHGWTGGSDLRVELRAVKRTLLVGETITVDCVAKGSEVLEDHWKYPGKLANRGPKTVKENKLNLEIYYTLTVTNASPKDSGIYACSITDIMSNESQTKELTITVYDHEFVHINPLIGPVET.... Result: 0 (no interaction). (6) The miRNA is hsa-miR-139-5p with sequence UCUACAGUGCACGUGUCUCCAGU. The protein sequence of the target gene is MESFSSKSLALQAEKKLLSKMAGRSVAHLFIDETSSEVLDELYRVSKEYTHSRPKAQRVIKDLIKVAVKVAVLHRSGCFGPGELALATRFRQKLRQGAMTALSFGEVDFTFEAAVLAGLLVECRDILLELVEHHLTPKSHDRIRHVFDHYSDPDLLAALYGPDFTQHLGKICDGLRKLLDEGKL. Result: 0 (no interaction). (7) The miRNA is mmu-miR-365-3p with sequence UAAUGCCCCUAAAAAUCCUUAU. The protein sequence of the target gene is MGNPENIEDAYVAVIRPKNTASLNSREYRAKSYEILLHEVPIEGQKKKRKKVLLETKLQSNSEIAQGILDYVVETTKPISPANQGIKGKRVVLMRKFPLDGEKTGREAALFIVPSVVKDNTKYAYTPGCPIFYCLQDIMRVCSESSTHFATLTARMLIALDKWLDERHAQSHFIPALFRPSPLERIKTNVINPAYAAELGQVDNSLHMGYSALEIKSKMLALEKADTCIYNPLFGSDLQYTNRVDKVVINPYFGLGAPDYSKIQIPKQEKWQRSMSSVVEDKERQWVDDFPLHRNACEGD.... Result: 0 (no interaction). (8) The miRNA is hsa-miR-1255b-2-3p with sequence AACCACUUUCUUUGCUCAUCCA. The protein sequence of the target gene is MESVALYSFQATESDELAFNKGDTLKILNMEDDQNWYKAELRGAEGFVPKNYIRVKPHPWYSGRISRQLAEETLMKRNHLGAFLIRESESSPGEFSVSVNYGDQVQHFKVLREASGKYFLWEEKFNSLNELVDFYRTTTIAKRRQIFLCDEQPLIKPSRACFAQAQFDFSAQDPSQLSLRRGDIVEVVEREDPHWWRGRAGGRLGFFPRSYVQPVHL. Result: 0 (no interaction).